From a dataset of Catalyst prediction with 721,799 reactions and 888 catalyst types from USPTO. Predict which catalyst facilitates the given reaction. (1) Reactant: [Br:1][C:2]1[N:7]=[C:6]([NH2:8])[CH:5]=[CH:4][CH:3]=1.[O:9](C(OC(C)(C)C)=O)[C:10]([O:12][C:13]([CH3:16])([CH3:15])[CH3:14])=O. Product: [Br:1][C:2]1[N:7]=[C:6]([NH:8][C:10](=[O:9])[O:12][C:13]([CH3:16])([CH3:15])[CH3:14])[CH:5]=[CH:4][CH:3]=1. The catalyst class is: 64. (2) Reactant: [CH:1](NC(C)C)(C)C.[OH:8][C@H:9]1[CH2:13][C:12](=[O:14])[N:11]([C:15]2[CH:22]=[CH:21][C:18]([C:19]#[N:20])=[C:17]([C:23]([F:26])([F:25])[F:24])[CH:16]=2)[C@H:10]1[CH3:27].IC.C(O)(=O)C. Product: [OH:8][C@H:9]1[C@H:13]([CH3:1])[C:12](=[O:14])[N:11]([C:15]2[CH:22]=[CH:21][C:18]([C:19]#[N:20])=[C:17]([C:23]([F:26])([F:24])[F:25])[CH:16]=2)[C@H:10]1[CH3:27]. The catalyst class is: 20. (3) Reactant: [CH3:1][O:2][C:3]1[CH:4]=[C:5]([NH:11][C:12]2[C:13]3[N:29]=[CH:28][S:27][C:14]=3[N:15]=[C:16]([N:18]3[CH2:23][CH2:22][CH:21]([C:24]([OH:26])=O)[CH2:20][CH2:19]3)[N:17]=2)[CH:6]=[CH:7][C:8]=1[O:9][CH3:10].Br.[NH2:31][CH2:32][CH2:33][C:34]1[CH:39]=[CH:38][NH:37][C:36](=[O:40])[CH:35]=1.C(Cl)CCl.CN1C=CN=C1. Product: [CH3:1][O:2][C:3]1[CH:4]=[C:5]([NH:11][C:12]2[C:13]3[N:29]=[CH:28][S:27][C:14]=3[N:15]=[C:16]([N:18]3[CH2:19][CH2:20][CH:21]([C:24]([NH:31][CH2:32][CH2:33][C:34]4[CH:39]=[CH:38][NH:37][C:36](=[O:40])[CH:35]=4)=[O:26])[CH2:22][CH2:23]3)[N:17]=2)[CH:6]=[CH:7][C:8]=1[O:9][CH3:10]. The catalyst class is: 2. (4) Reactant: [CH2:1]=[CH:2][CH2:3][C@H:4]([NH2:8])[C:5]([OH:7])=[O:6].[C:9](ON1C(=O)CCC1=O)([O:11][CH2:12][C:13]1[CH:18]=[CH:17][CH:16]=[CH:15][CH:14]=1)=[O:10].C([O-])([O-])=O.[Na+].[Na+]. Product: [CH2:12]([O:11][C:9]([NH:8][C@@H:4]([CH2:3][CH:2]=[CH2:1])[C:5]([OH:7])=[O:6])=[O:10])[C:13]1[CH:18]=[CH:17][CH:16]=[CH:15][CH:14]=1. The catalyst class is: 12. (5) Reactant: [F:1][C:2]([F:16])([F:15])[C:3]1[CH:4]=[C:5]2[C:10](=[CH:11][CH:12]=1)[N:9]=[C:8]([CH2:13][OH:14])[CH:7]=[CH:6]2.C(N(CC)CC)C.[C:24](Cl)(=[O:26])[CH3:25]. Product: [F:16][C:2]([F:15])([F:1])[C:3]1[CH:4]=[C:5]2[C:10](=[CH:11][CH:12]=1)[N:9]=[C:8]([CH2:13][O:14][C:24](=[O:26])[CH3:25])[CH:7]=[CH:6]2. The catalyst class is: 4. (6) Product: [C:22]([C:19]1[N:20]=[CH:21][C:16]([N:10]2[C:11](=[O:15])[C:12]([CH3:14])([CH3:13])[N:8]([C:5]3[CH:4]=[CH:3][C:2]([O:1][CH2:68][CH2:67][CH2:66][CH2:65][CH2:64][O:63][CH2:62][CH2:61][CH2:60][O:59][CH2:58][C:57]([NH:56][C@@H:31]([C:30]([CH3:29])([CH3:82])[CH3:81])[C:32]([N:34]4[CH2:38][C@H:37]([OH:39])[CH2:36][C@H:35]4[C:40]([NH:42][CH2:43][C:44]4[CH:45]=[CH:46][C:47]([C:50]5[S:54][CH:53]=[N:52][C:51]=5[CH3:55])=[CH:48][CH:49]=4)=[O:41])=[O:33])=[O:80])=[CH:7][CH:6]=3)[C:9]2=[S:28])=[CH:17][C:18]=1[C:24]([F:25])([F:27])[F:26])#[N:23]. The catalyst class is: 9. Reactant: [OH:1][C:2]1[CH:7]=[CH:6][C:5]([N:8]2[C:12]([CH3:14])([CH3:13])[C:11](=[O:15])[N:10]([C:16]3[CH:17]=[C:18]([C:24]([F:27])([F:26])[F:25])[C:19]([C:22]#[N:23])=[N:20][CH:21]=3)[C:9]2=[S:28])=[CH:4][CH:3]=1.[CH3:29][C:30]([CH3:82])([CH3:81])[C@H:31]([NH:56][C:57](=[O:80])[CH2:58][O:59][CH2:60][CH2:61][CH2:62][O:63][CH2:64][CH2:65][CH2:66][CH2:67][CH2:68]OS(C1C=CC(C)=CC=1)(=O)=O)[C:32]([N:34]1[CH2:38][C@H:37]([OH:39])[CH2:36][C@H:35]1[C:40]([NH:42][CH2:43][C:44]1[CH:49]=[CH:48][C:47]([C:50]2[S:54][CH:53]=[N:52][C:51]=2[CH3:55])=[CH:46][CH:45]=1)=[O:41])=[O:33].C(=O)([O-])[O-].[K+].[K+].